This data is from Retrosynthesis with 50K atom-mapped reactions and 10 reaction types from USPTO. The task is: Predict the reactants needed to synthesize the given product. (1) Given the product CCOP(=O)(COCCC(CO)On1cnc2c(N)ncnc21)OCC, predict the reactants needed to synthesize it. The reactants are: CCOP(=O)(COCCC(CO[Si](C)(C)C(C)(C)C)On1cnc2c(N)ncnc21)OCC. (2) Given the product CCCCCCCCCc1ccc(C(=O)Nc2ccc(-c3ccc4c(c3)C(=O)N([C@H](C(=O)OC)C(C)C)C4)cc2)cc1, predict the reactants needed to synthesize it. The reactants are: CCCCCCCCCc1ccc(C(=O)Cl)cc1.COC(=O)[C@H](C(C)C)N1Cc2ccc(-c3ccc(NC(=O)c4ccccc4)cc3)cc2C1=O. (3) The reactants are: CC1(C)OCc2cc([C@@H]3CN(CCc4ccc5c(c4)O[C@H](COCc4cncc(Br)c4)CO5)C(=O)O3)ccc2O1.CS(=O)c1ccc(B(O)O)cc1. Given the product CS(=O)c1ccc(-c2cncc(COC[C@@H]3COc4ccc(CCN5C[C@@H](c6ccc7c(c6)COC(C)(C)O7)OC5=O)cc4O3)c2)cc1, predict the reactants needed to synthesize it. (4) Given the product COc1ccc(CCCC2(N3CCN(CCO)CC3)C(=O)NC(=O)NC2=O)cc1, predict the reactants needed to synthesize it. The reactants are: COc1ccc(CCCC2(Br)C(=O)NC(=O)NC2=O)cc1.OCCN1CCNCC1. (5) The reactants are: CCCc1cc2cc(OC)ccc2c(Oc2ccc(C=O)cc2)c1-c1ccccc1.CCOC(=O)CP(=O)(OCC)OCC. Given the product CCCc1cc2cc(OC)ccc2c(Oc2ccc(/C=C/C(=O)OCC)cc2)c1-c1ccccc1, predict the reactants needed to synthesize it. (6) The reactants are: CC1CC(c2ccco2)=CCN1.O=C(O)c1cc2ncc(Cl)cn2n1. Given the product CC1CC(c2ccco2)=CCN1C(=O)c1cc2ncc(Cl)cn2n1, predict the reactants needed to synthesize it. (7) Given the product COC(=O)c1ccc(-c2ccc(C)cn2)cc1, predict the reactants needed to synthesize it. The reactants are: COC(=O)c1ccc(B(O)O)cc1.Cc1ccc(Br)nc1. (8) Given the product CC(C)[C@H](NC(=O)[C@@H]1C[C@@H](S(=O)(=O)c2ccccc2Cl)CN1C(=O)C1(c2ncc(Cl)cc2F)CC1)C(=O)C(=O)NC1CC1, predict the reactants needed to synthesize it. The reactants are: CC(C)[C@H](N)C(=O)C(=O)NC1CC1.O=C(O)[C@@H]1C[C@@H](S(=O)(=O)c2ccccc2Cl)CN1C(=O)C1(c2ncc(Cl)cc2F)CC1.